This data is from Forward reaction prediction with 1.9M reactions from USPTO patents (1976-2016). The task is: Predict the product of the given reaction. (1) Given the reactants [NH:1]1[CH2:6][CH2:5][CH:4]([NH:7][C:8]([C:10]2[C:11]([CH2:16][O:17]C(C)(C)C)=[N:12][NH:13][C:14]=2[CH3:15])=[O:9])[CH2:3][CH2:2]1.FC(F)(F)C(O)=O, predict the reaction product. The product is: [NH:1]1[CH2:6][CH2:5][CH:4]([NH:7][C:8]([C:10]2[C:11]([CH2:16][OH:17])=[N:12][NH:13][C:14]=2[CH3:15])=[O:9])[CH2:3][CH2:2]1. (2) Given the reactants [CH:1]1[C:6](=[O:7])[C:5]([OH:8])=[CH:4][O:3][C:2]=1[CH2:9][OH:10].C[O-].[Na+].[CH2:14](Cl)[C:15]1[CH:20]=[CH:19][CH:18]=[CH:17][CH:16]=1, predict the reaction product. The product is: [CH2:14]([O:8][C:5]1[C:6](=[O:7])[CH:1]=[C:2]([CH2:9][OH:10])[O:3][CH:4]=1)[C:15]1[CH:20]=[CH:19][CH:18]=[CH:17][CH:16]=1.